From a dataset of Full USPTO retrosynthesis dataset with 1.9M reactions from patents (1976-2016). Predict the reactants needed to synthesize the given product. (1) Given the product [N+:5]([C:8]1[CH:13]=[CH:12][CH:11]=[C:10]2[C:9]=1[N:15]=[CH:1][CH:3]=[N:14]2)([O-:7])=[O:6], predict the reactants needed to synthesize it. The reactants are: [CH:1]([CH:3]=O)=O.[N+:5]([C:8]1[C:9]([NH2:15])=[C:10]([NH2:14])[CH:11]=[CH:12][CH:13]=1)([O-:7])=[O:6]. (2) Given the product [F:1][C:2]1[C:7]([CH2:8][OH:9])=[CH:6][CH:5]=[CH:4][C:3]=1[N:10]1[CH2:11][CH:12]([O:14][C:15]2[CH:16]=[CH:17][C:18](=[O:21])[N:19]([CH3:24])[CH:20]=2)[CH2:13]1, predict the reactants needed to synthesize it. The reactants are: [F:1][C:2]1[C:7]([CH2:8][OH:9])=[CH:6][CH:5]=[CH:4][C:3]=1[N:10]1[CH2:13][CH:12]([O:14][C:15]2[CH:16]=[CH:17][C:18](=[O:21])[NH:19][CH:20]=2)[CH2:11]1.CI.[C:24](=O)([O-])[O-].[K+].[K+]. (3) Given the product [CH2:28]([C:1]1[CH:2]=[CH:3][C:4]([NH:7][C:8]([NH:10][C:11]2[CH:16]=[CH:15][C:14]([O:17][C:18]3[CH:23]=[C:22]([C:24]([F:26])([F:27])[F:25])[N:21]=[CH:20][N:19]=3)=[CH:13][CH:12]=2)=[O:9])=[CH:5][CH:6]=1)[CH3:29], predict the reactants needed to synthesize it. The reactants are: [C:1]1([CH3:28])[CH:6]=[CH:5][C:4]([NH:7][C:8]([NH:10][C:11]2[CH:16]=[CH:15][C:14]([O:17][C:18]3[CH:23]=[C:22]([C:24]([F:27])([F:26])[F:25])[N:21]=[CH:20][N:19]=3)=[CH:13][CH:12]=2)=[O:9])=[CH:3][CH:2]=1.[CH2:29](C1C=CC(N=C=O)=CC=1)C. (4) The reactants are: [CH3:1][S:2][C:3]1[N:8]=[C:7]([NH:9][CH3:10])[C:6]([CH3:11])=[CH:5][N:4]=1.ClC1C=C(C=CC=1)C(OO)=[O:17].C(Cl)Cl.CO. Given the product [CH3:1][S:2]([C:3]1[N:8]=[C:7]([NH:9][CH3:10])[C:6]([CH3:11])=[CH:5][N:4]=1)=[O:17], predict the reactants needed to synthesize it. (5) The reactants are: [CH3:1][CH:2]1[O:7][CH:6]([CH3:8])[CH2:5][N:4]([C:9](=[O:41])[CH2:10][N:11]2[C:15]3=[N:16][C:17]([C:25]4[S:26][C:27]([CH2:30][C:31]5[CH:36]=[CH:35][C:34]([F:37])=[CH:33][C:32]=5[S:38]([CH3:40])=O)=[CH:28][N:29]=4)=[C:18]([O:21]C(=O)C)[C:19](=[O:20])[N:14]3[CH:13]=[CH:12]2)[CH2:3]1.C([O-])([O-])=O.[K+].[K+].O. Given the product [CH3:8][CH:6]1[O:7][CH:2]([CH3:1])[CH2:3][N:4]([C:9](=[O:41])[CH2:10][N:11]2[C:15]3=[N:16][C:17]([C:25]4[S:26][C:27]([CH2:30][C:31]5[CH:36]=[CH:35][C:34]([F:37])=[CH:33][C:32]=5[S:38][CH3:40])=[CH:28][N:29]=4)=[C:18]([OH:21])[C:19](=[O:20])[N:14]3[CH:13]=[CH:12]2)[CH2:5]1, predict the reactants needed to synthesize it.